From a dataset of NCI-60 drug combinations with 297,098 pairs across 59 cell lines. Regression. Given two drug SMILES strings and cell line genomic features, predict the synergy score measuring deviation from expected non-interaction effect. Drug 1: CC1CCC2CC(C(=CC=CC=CC(CC(C(=O)C(C(C(=CC(C(=O)CC(OC(=O)C3CCCCN3C(=O)C(=O)C1(O2)O)C(C)CC4CCC(C(C4)OC)O)C)C)O)OC)C)C)C)OC. Drug 2: CC(C)(C#N)C1=CC(=CC(=C1)CN2C=NC=N2)C(C)(C)C#N. Cell line: SF-295. Synergy scores: CSS=-2.93, Synergy_ZIP=0.596, Synergy_Bliss=-2.30, Synergy_Loewe=-4.54, Synergy_HSA=-5.96.